Dataset: Forward reaction prediction with 1.9M reactions from USPTO patents (1976-2016). Task: Predict the product of the given reaction. (1) Given the reactants Cl[C:2]1[CH:7]=[C:6]([N:8]2[CH2:13][CH2:12][O:11][CH:10]([C:14]3[NH:15][C:16]([C:20]4[CH:25]=[CH:24][CH:23]=[CH:22][CH:21]=4)=[C:17]([CH3:19])[N:18]=3)[CH2:9]2)[N:5]=[C:4]([NH2:26])[N:3]=1.[F:27][C:28]1[CH:35]=[C:34](B2OC(C)(C)C(C)(C)O2)[CH:33]=[CH:32][C:29]=1[C:30]#[N:31].C([O-])([O-])=O.[Na+].[Na+], predict the reaction product. The product is: [NH2:26][C:4]1[N:3]=[C:2]([C:34]2[CH:33]=[CH:32][C:29]([C:30]#[N:31])=[C:28]([F:27])[CH:35]=2)[CH:7]=[C:6]([N:8]2[CH2:13][CH2:12][O:11][CH:10]([C:14]3[NH:15][C:16]([C:20]4[CH:25]=[CH:24][CH:23]=[CH:22][CH:21]=4)=[C:17]([CH3:19])[N:18]=3)[CH2:9]2)[N:5]=1. (2) Given the reactants [F:1][C:2]1[CH:3]=[C:4]([OH:11])[C:5]([N+:8]([O-:10])=[O:9])=[CH:6][CH:7]=1.[CH2:12](Br)[C:13]1[CH:18]=[CH:17][CH:16]=[CH:15][CH:14]=1.C(=O)([O-])[O-].[K+].[K+], predict the reaction product. The product is: [CH2:12]([O:11][C:4]1[CH:3]=[C:2]([F:1])[CH:7]=[CH:6][C:5]=1[N+:8]([O-:10])=[O:9])[C:13]1[CH:18]=[CH:17][CH:16]=[CH:15][CH:14]=1. (3) Given the reactants [CH3:1][O:2][C:3]([NH:5][C@@H:6]([CH:53]([CH3:55])[CH3:54])[C:7]([N:9]1[CH2:13][CH2:12][CH2:11][C@H:10]1[C:14]1[NH:15][C:16]([C:19]2[CH:24]=[CH:23][C:22]([C:25]3[CH:26]=[C:27]4[C:50](=[CH:51][CH:52]=3)[C:31]3[NH:32][C:33]([C@@H:35]5[CH2:39][C@H:38]([CH2:40][O:41][CH3:42])[CH2:37][N:36]5[C:43](OC(C)(C)C)=[O:44])=[N:34][C:30]=3[CH:29]=[CH:28]4)=[CH:21][CH:20]=2)=[CH:17][N:18]=1)=[O:8])=[O:4].Cl.[CH3:57][O:58][C:59]([NH:61][C@H:62]([C:66]1[CH:71]=[CH:70][CH:69]=[CH:68][CH:67]=1)C(O)=O)=[O:60].CCOC(C(C#N)=NOC(N1CCOCC1)=[N+](C)C)=O.F[P-](F)(F)(F)(F)F.CCN(C(C)C)C(C)C, predict the reaction product. The product is: [CH3:1][O:2][C:3]([NH:5][C@@H:6]([CH:53]([CH3:55])[CH3:54])[C:7]([N:9]1[CH2:13][CH2:12][CH2:11][C@H:10]1[C:14]1[NH:15][C:16]([C:19]2[CH:20]=[CH:21][C:22]([C:25]3[CH:26]=[C:27]4[C:50](=[CH:51][CH:52]=3)[C:31]3[NH:32][C:33]([C@@H:35]5[CH2:39][C@H:38]([CH2:40][O:41][CH3:42])[CH2:37][N:36]5[C:43](=[O:44])[C@H:62]([NH:61][C:59](=[O:60])[O:58][CH3:57])[C:66]5[CH:71]=[CH:70][CH:69]=[CH:68][CH:67]=5)=[N:34][C:30]=3[CH:29]=[CH:28]4)=[CH:23][CH:24]=2)=[CH:17][N:18]=1)=[O:8])=[O:4]. (4) Given the reactants [F:1][C:2]1[CH:7]=[CH:6][C:5]([N:8]2[CH2:13][CH2:12][N:11]([CH:14]([CH3:18])[CH2:15][CH2:16][OH:17])[CH2:10][CH2:9]2)=[CH:4][CH:3]=1.C(N(CC)CC)C.[CH3:26][S:27](Cl)(=[O:29])=[O:28], predict the reaction product. The product is: [CH3:26][S:27]([O:17][CH2:16][CH2:15][CH:14]([N:11]1[CH2:10][CH2:9][N:8]([C:5]2[CH:4]=[CH:3][C:2]([F:1])=[CH:7][CH:6]=2)[CH2:13][CH2:12]1)[CH3:18])(=[O:29])=[O:28].